This data is from Forward reaction prediction with 1.9M reactions from USPTO patents (1976-2016). The task is: Predict the product of the given reaction. (1) Given the reactants [O:1]1[CH:5]=[CH:4][CH:3]=[C:2]1[C:6]1[CH:7]=[C:8]([CH:12]=[CH:13][CH:14]=1)[C:9]([OH:11])=O.FC(F)(F)C(O)=O.[Cl:22][C:23]1[CH:28]=[CH:27][C:26]([NH:29][C:30]([C:32]2([F:38])[CH2:37][CH2:36][CH2:35][NH:34][CH2:33]2)=[O:31])=[CH:25][CH:24]=1.Cl.C(N=C=NCCCN(C)C)C.C(N(C(C)C)CC)(C)C.Cl, predict the reaction product. The product is: [Cl:22][C:23]1[CH:28]=[CH:27][C:26]([NH:29][C:30]([C:32]2([F:38])[CH2:37][CH2:36][CH2:35][N:34]([C:9](=[O:11])[C:8]3[CH:12]=[CH:13][CH:14]=[C:6]([C:2]4[O:1][CH:5]=[CH:4][CH:3]=4)[CH:7]=3)[CH2:33]2)=[O:31])=[CH:25][CH:24]=1. (2) Given the reactants [H-].[Na+].[CH3:3][S:4][C:5]1[N:10]=[C:9]([C:11]2[CH:16]=[CH:15][C:14]([F:17])=[CH:13][C:12]=2[CH3:18])[C:8]([CH:19]=O)=[C:7]([NH:21][CH:22]2[CH2:27][CH2:26][CH2:25][CH2:24][CH2:23]2)[N:6]=1.C1C[O:31][CH2:30][CH2:29]1, predict the reaction product. The product is: [CH:22]1([N:21]2[C:7]3[N:6]=[C:5]([S:4][CH3:3])[N:10]=[C:9]([C:11]4[CH:16]=[CH:15][C:14]([F:17])=[CH:13][C:12]=4[CH3:18])[C:8]=3[CH:19]=[CH:29][C:30]2=[O:31])[CH2:27][CH2:26][CH2:25][CH2:24][CH2:23]1. (3) Given the reactants [CH3:1][C@@H:2]1[NH:7][CH2:6][CH2:5][N:4]([S:8]([C:11]2[CH:16]=[CH:15][C:14]([C:17]([F:20])([F:19])[F:18])=[CH:13][CH:12]=2)(=[O:10])=[O:9])[CH2:3]1.C1C=CC2N(O)N=NC=2C=1.O.CN(C(ON1N=NC2C=CC=CC1=2)=[N+](C)C)C.F[P-](F)(F)(F)(F)F.[CH3:56][O:57][C:58]1[C:63]([C:64](O)=[O:65])=[CH:62][CH:61]=[CH:60][N:59]=1.CCN(C(C)C)C(C)C, predict the reaction product. The product is: [CH3:1][C@H:2]1[CH2:3][N:4]([S:8]([C:11]2[CH:12]=[CH:13][C:14]([C:17]([F:20])([F:18])[F:19])=[CH:15][CH:16]=2)(=[O:9])=[O:10])[CH2:5][CH2:6][N:7]1[C:64]([C:63]1[C:58]([O:57][CH3:56])=[N:59][CH:60]=[CH:61][CH:62]=1)=[O:65]. (4) Given the reactants [F:1][C:2]1[CH:7]=[CH:6][CH:5]=[CH:4][C:3]=1[C:8]1[NH:12][CH:11]=[C:10]2[C:13](=[O:23])[N:14]([C:16]([O:18][C:19]([CH3:22])([CH3:21])[CH3:20])=[O:17])[CH2:15][C:9]=12.[H-].[Na+].[Cl:26][C:27]1[CH:28]=[C:29]([S:33](Cl)(=[O:35])=[O:34])[CH:30]=[CH:31][CH:32]=1.O, predict the reaction product. The product is: [Cl:26][C:27]1[CH:28]=[C:29]([S:33]([N:12]2[C:8]([C:3]3[CH:4]=[CH:5][CH:6]=[CH:7][C:2]=3[F:1])=[C:9]3[CH2:15][N:14]([C:16]([O:18][C:19]([CH3:20])([CH3:22])[CH3:21])=[O:17])[C:13](=[O:23])[C:10]3=[CH:11]2)(=[O:35])=[O:34])[CH:30]=[CH:31][CH:32]=1.